This data is from Full USPTO retrosynthesis dataset with 1.9M reactions from patents (1976-2016). The task is: Predict the reactants needed to synthesize the given product. (1) Given the product [CH2:15]([CH:9]1[CH2:8][C:7]2[C:11](=[CH:12][CH:13]=[C:5]([O:4][CH3:3])[CH:6]=2)[C:10]1=[O:14])[CH2:16][CH2:17][CH3:18], predict the reactants needed to synthesize it. The reactants are: [OH-].[K+].[CH3:3][O:4][C:5]1[CH:6]=[C:7]2[C:11](=[CH:12][CH:13]=1)[C:10](=[O:14])[CH2:9][CH2:8]2.[CH:15](=O)[CH2:16][CH2:17][CH3:18]. (2) Given the product [CH2:23]([N:30]1[CH2:34][CH2:33][C@@H:32]([NH:35][C:18]2[C:13]3[CH:12]=[CH:11][N:10]([S:7]([C:1]4[CH:6]=[CH:5][CH:4]=[CH:3][CH:2]=4)(=[O:9])=[O:8])[C:14]=3[N:15]=[CH:16][C:17]=2[N+:20]([O-:22])=[O:21])[CH2:31]1)[C:24]1[CH:25]=[CH:26][CH:27]=[CH:28][CH:29]=1, predict the reactants needed to synthesize it. The reactants are: [C:1]1([S:7]([N:10]2[C:14]3=[N:15][CH:16]=[C:17]([N+:20]([O-:22])=[O:21])[C:18](Cl)=[C:13]3[CH:12]=[CH:11]2)(=[O:9])=[O:8])[CH:6]=[CH:5][CH:4]=[CH:3][CH:2]=1.[CH2:23]([N:30]1[CH2:34][CH2:33][C@@H:32]([NH2:35])[CH2:31]1)[C:24]1[CH:29]=[CH:28][CH:27]=[CH:26][CH:25]=1.C(N(C(C)C)CC)(C)C. (3) The reactants are: [CH3:1][C:2]1[CH:3]=[C:4]([CH:8]=[CH:9][C:10]=1[C:11]([N:13]1[CH2:17][CH2:16][CH2:15][CH2:14]1)=[O:12])[C:5]([OH:7])=O.CN(C(ON1N=NC2C=CC=CC1=2)=[N+](C)C)C.[B-](F)(F)(F)F.C(N(C(C)C)CC)(C)C.C([O:56][C:57]([CH2:59][CH2:60][CH:61]([NH2:72])[C:62]1[NH:66][C:65]2[CH:67]=[CH:68][C:69]([Cl:71])=[CH:70][C:64]=2[N:63]=1)=[O:58])C1C=CC=CC=1.ClCl. Given the product [Cl:71][C:69]1[CH:68]=[CH:67][C:65]2[NH:66][C:62]([CH:61]([NH:72][C:5](=[O:7])[C:4]3[CH:8]=[CH:9][C:10]([C:11]([N:13]4[CH2:17][CH2:16][CH2:15][CH2:14]4)=[O:12])=[C:2]([CH3:1])[CH:3]=3)[CH2:60][CH2:59][C:57]([OH:58])=[O:56])=[N:63][C:64]=2[CH:70]=1, predict the reactants needed to synthesize it.